Dataset: CYP2C19 inhibition data for predicting drug metabolism from PubChem BioAssay. Task: Regression/Classification. Given a drug SMILES string, predict its absorption, distribution, metabolism, or excretion properties. Task type varies by dataset: regression for continuous measurements (e.g., permeability, clearance, half-life) or binary classification for categorical outcomes (e.g., BBB penetration, CYP inhibition). Dataset: cyp2c19_veith. The compound is Cc1ccc2c(c1)C(=O)[C@@]1(O)CCN(c3ccccc3)C1=N2. The result is 1 (inhibitor).